Dataset: Catalyst prediction with 721,799 reactions and 888 catalyst types from USPTO. Task: Predict which catalyst facilitates the given reaction. (1) Reactant: [N+:1]([C:4]1[CH:9]=[CH:8][C:7]([C:10]2[S:11][CH:12]=[CH:13][N:14]=2)=[CH:6][CH:5]=1)([O-:3])=[O:2].C([Li])CCC.CCCCCC.[CH:26](N1CCOCC1)=[O:27]. Product: [N+:1]([C:4]1[CH:5]=[CH:6][C:7]([C:10]2[S:11][C:12]([CH:26]=[O:27])=[CH:13][N:14]=2)=[CH:8][CH:9]=1)([O-:3])=[O:2]. The catalyst class is: 28. (2) Reactant: COC[O:4][C:5]1[CH:10]=[CH:9][C:8]([C:11]2[CH:16]=[CH:15][N:14]=[CH:13][CH:12]=2)=[CH:7][CH:6]=1.C([O-])(O)=O.[Na+]. Product: [N:14]1[CH:15]=[CH:16][C:11]([C:8]2[CH:9]=[CH:10][C:5]([OH:4])=[CH:6][CH:7]=2)=[CH:12][CH:13]=1. The catalyst class is: 33.